This data is from Reaction yield outcomes from USPTO patents with 853,638 reactions. The task is: Predict the reaction yield, written as a fraction of the theoretical maximum amount of product (1.0 means a 100% yield; for example, 0.34 means a 34% yield). (1) The reactants are [H-].C([Al+]CC(C)C)C(C)C.C1(C)C=CC=CC=1.[C:18]([C:20]1[CH:25]=[C:24]([CH3:26])[CH:23]=[CH:22][N:21]=1)#N.Cl.[OH2:28]. The catalyst is ClCCl. The product is [CH3:26][C:24]1[CH:23]=[CH:22][N:21]=[C:20]([CH:18]=[O:28])[CH:25]=1. The yield is 0.370. (2) The reactants are Br[C:2]([CH3:13])([C:8]([O:10][CH2:11][CH3:12])=[O:9])[C:3]([O:5][CH2:6][CH3:7])=[O:4].[F-].[K+].[N+:16]([C:19]1[CH:20]=[C:21]([OH:25])[CH:22]=[CH:23][CH:24]=1)([O-:18])=[O:17]. The catalyst is CN(C=O)C.O. The product is [CH3:13][C:2]([O:25][C:21]1[CH:22]=[CH:23][CH:24]=[C:19]([N+:16]([O-:18])=[O:17])[CH:20]=1)([C:8]([O:10][CH2:11][CH3:12])=[O:9])[C:3]([O:5][CH2:6][CH3:7])=[O:4]. The yield is 0.800. (3) The reactants are [C:1]([O:5][C:6]([N:8]1[CH2:12][CH2:11][C@@H:10]([O:13][C:14]2[C:19]([N+:20]([O-])=O)=[CH:18][C:17]([C:23]([F:26])([F:25])[F:24])=[CH:16][C:15]=2[N+:27]([O-])=O)[CH2:9]1)=[O:7])([CH3:4])([CH3:3])[CH3:2]. The catalyst is CO.[Pd]. The product is [C:1]([O:5][C:6]([N:8]1[CH2:12][CH2:11][C@@H:10]([O:13][C:14]2[C:15]([NH2:27])=[CH:16][C:17]([C:23]([F:24])([F:25])[F:26])=[CH:18][C:19]=2[NH2:20])[CH2:9]1)=[O:7])([CH3:4])([CH3:2])[CH3:3]. The yield is 0.895. (4) The reactants are [CH3:1][C:2]1([CH3:9])[CH2:7][CH2:6][CH2:5][C:4](=O)[CH2:3]1.[C:10]([O:14]C)(=O)[C:11]#[CH:12].[NH3:16]. No catalyst specified. The product is [CH3:1][C:2]1([CH3:9])[CH2:3][C:4]2[NH:16][C:10](=[O:14])[CH:11]=[CH:12][C:5]=2[CH2:6][CH2:7]1. The yield is 0.550. (5) The reactants are [C:1]([O:5][C:6]([N:8]1[CH2:12][CH:11]=[C:10]([C:13]2[S:14][CH:15]=[CH:16][CH:17]=2)[CH2:9]1)=[O:7])([CH3:4])([CH3:3])[CH3:2]. The catalyst is CO.[Pd]. The product is [C:1]([O:5][C:6]([N:8]1[CH2:12][CH2:11][CH:10]([C:13]2[S:14][CH:15]=[CH:16][CH:17]=2)[CH2:9]1)=[O:7])([CH3:4])([CH3:2])[CH3:3]. The yield is 0.930. (6) The reactants are Cl.[NH2:2][C@H:3]1[CH2:8][CH2:7][CH2:6][N:5]([C:9]([C:11]2[S:12][C:13]([C:16]3[C:20]([CH3:21])=[C:19]([C:22]([F:25])([F:24])[F:23])[O:18][N:17]=3)=[CH:14][CH:15]=2)=[O:10])[CH2:4]1.C(N(CC)CC)C.[Cl:33][CH2:34][C:35](Cl)=[O:36]. The catalyst is C1COCC1. The product is [Cl:33][CH2:34][C:35]([NH:2][C@H:3]1[CH2:8][CH2:7][CH2:6][N:5]([C:9]([C:11]2[S:12][C:13]([C:16]3[C:20]([CH3:21])=[C:19]([C:22]([F:25])([F:24])[F:23])[O:18][N:17]=3)=[CH:14][CH:15]=2)=[O:10])[CH2:4]1)=[O:36]. The yield is 0.860. (7) The yield is 0.930. The product is [N:7]([C@@H:1]1[CH2:5][CH2:4][CH2:3][C@H:2]1[OH:6])=[N+:8]=[N-:9]. The catalyst is CO.O. The reactants are [CH:1]12[O:6][CH:2]1[CH2:3][CH2:4][CH2:5]2.[N-:7]=[N+:8]=[N-:9].[Na+].[NH4+].[Cl-].